From a dataset of Full USPTO retrosynthesis dataset with 1.9M reactions from patents (1976-2016). Predict the reactants needed to synthesize the given product. (1) Given the product [F:1][C:2]([F:7])([F:6])[C:3]([OH:5])=[O:4].[CH3:38][N:35]1[CH2:34][CH2:33][CH:32]([C:29]2[CH:28]=[CH:27][C:26]([C:24](=[O:25])/[CH:23]=[CH:22]/[C:19]3[CH:18]=[CH:17][C:16](/[CH:15]=[CH:14]/[C:13]([OH:39])=[O:12])=[CH:21][CH:20]=3)=[CH:31][CH:30]=2)[CH2:37][CH2:36]1, predict the reactants needed to synthesize it. The reactants are: [F:1][C:2]([F:7])([F:6])[C:3]([OH:5])=[O:4].C([O:12][C:13](=[O:39])/[CH:14]=[CH:15]/[C:16]1[CH:21]=[CH:20][C:19](/[CH:22]=[CH:23]/[C:24]([C:26]2[CH:31]=[CH:30][C:29]([CH:32]3[CH2:37][CH2:36][N:35]([CH3:38])[CH2:34][CH2:33]3)=[CH:28][CH:27]=2)=[O:25])=[CH:18][CH:17]=1)(C)(C)C. (2) Given the product [O:1]=[CH:2][CH2:3][CH2:4][NH:5][C:6](=[O:12])[O:7][C:8]([CH3:10])([CH3:9])[CH3:11], predict the reactants needed to synthesize it. The reactants are: [OH:1][CH2:2][CH2:3][CH2:4][NH:5][C:6](=[O:12])[O:7][C:8]([CH3:11])([CH3:10])[CH3:9].CC(OI1(OC(C)=O)(OC(C)=O)OC(=O)C2C=CC=CC1=2)=O. (3) Given the product [CH:13]([O:12][C:5]1[CH:4]=[CH:3][C:2]([NH:1][C:35]([NH:34][C:31]2[CH:32]=[CH:33][C:28]([O:27][CH3:26])=[CH:29][CH:30]=2)=[O:36])=[CH:11][C:6]=1[C:7]([O:9][CH3:10])=[O:8])([C:20]1[CH:25]=[CH:24][CH:23]=[CH:22][CH:21]=1)[C:14]1[CH:19]=[CH:18][CH:17]=[CH:16][CH:15]=1, predict the reactants needed to synthesize it. The reactants are: [NH2:1][C:2]1[CH:3]=[CH:4][C:5]([O:12][CH:13]([C:20]2[CH:25]=[CH:24][CH:23]=[CH:22][CH:21]=2)[C:14]2[CH:19]=[CH:18][CH:17]=[CH:16][CH:15]=2)=[C:6]([CH:11]=1)[C:7]([O:9][CH3:10])=[O:8].[CH3:26][O:27][C:28]1[CH:33]=[CH:32][C:31]([N:34]=[C:35]=[O:36])=[CH:30][CH:29]=1.C1COCC1. (4) Given the product [CH2:24]([O:26][C:27]1[CH:32]=[CH:31][C:30]([C:2]2[CH:3]=[C:4]3[C:8]4=[C:9]([CH2:11][CH2:12][N:7]4[C@H:6]4[CH2:13][CH2:14][N:15]([C:17]([O:19][C:20]([CH3:21])([CH3:22])[CH3:23])=[O:18])[CH2:16][C@@H:5]34)[CH:10]=2)=[C:29]([C:36]([F:37])([F:38])[F:39])[CH:28]=1)[CH3:25], predict the reactants needed to synthesize it. The reactants are: Br[C:2]1[CH:3]=[C:4]2[C:8]3=[C:9]([CH2:11][CH2:12][N:7]3[C@H:6]3[CH2:13][CH2:14][N:15]([C:17]([O:19][C:20]([CH3:23])([CH3:22])[CH3:21])=[O:18])[CH2:16][C@@H:5]23)[CH:10]=1.[CH2:24]([O:26][C:27]1[CH:32]=[CH:31][C:30](B(O)O)=[C:29]([C:36]([F:39])([F:38])[F:37])[CH:28]=1)[CH3:25]. (5) Given the product [CH3:9][O:10][C:11]([C:13]1[CH:14]=[C:15]([CH3:35])[C:16]2[O:22][C:21]3[C:23]([Cl:31])=[CH:24][C:25]([NH:27][CH2:28][CH2:29][NH:8][CH2:1][C:2]4[CH:7]=[CH:6][CH:5]=[CH:4][CH:3]=4)=[CH:26][C:20]=3[CH2:19][S:18](=[O:32])(=[O:33])[C:17]=2[CH:34]=1)=[O:12], predict the reactants needed to synthesize it. The reactants are: [CH2:1]([NH2:8])[C:2]1[CH:7]=[CH:6][CH:5]=[CH:4][CH:3]=1.[CH3:9][O:10][C:11]([C:13]1[CH:14]=[C:15]([CH3:35])[C:16]2[O:22][C:21]3[C:23]([Cl:31])=[CH:24][C:25]([NH:27][CH2:28][CH2:29]Cl)=[CH:26][C:20]=3[CH2:19][S:18](=[O:33])(=[O:32])[C:17]=2[CH:34]=1)=[O:12]. (6) Given the product [C:16]1([N:15]2[C:11]3([CH2:23][CH2:24][NH:8][CH2:9][CH2:10]3)[CH:12]([OH:22])[CH2:13][CH2:14]2)[CH:21]=[CH:20][CH:19]=[CH:18][CH:17]=1, predict the reactants needed to synthesize it. The reactants are: C([N:8]1[CH2:24][CH2:23][C:11]2([N:15]([C:16]3[CH:21]=[CH:20][CH:19]=[CH:18][CH:17]=3)[CH2:14][CH2:13][CH:12]2[OH:22])[CH2:10][CH2:9]1)C1C=CC=CC=1.